This data is from Peptide-MHC class II binding affinity with 134,281 pairs from IEDB. The task is: Regression. Given a peptide amino acid sequence and an MHC pseudo amino acid sequence, predict their binding affinity value. This is MHC class II binding data. (1) The peptide sequence is VPRDLEVVAATPTSL. The MHC is HLA-DQA10301-DQB10302 with pseudo-sequence HLA-DQA10301-DQB10302. The binding affinity (normalized) is 0.383. (2) The peptide sequence is PSVIPAARLFKAFIL. The MHC is DRB1_0401 with pseudo-sequence DRB1_0401. The binding affinity (normalized) is 0.399. (3) The peptide sequence is AYESYKFIPALEAAV. The MHC is DRB5_0101 with pseudo-sequence DRB5_0101. The binding affinity (normalized) is 0.685. (4) The peptide sequence is PRLLYAKSSPAYPSV. The MHC is HLA-DQA10102-DQB10602 with pseudo-sequence HLA-DQA10102-DQB10602. The binding affinity (normalized) is 0.533. (5) The peptide sequence is DLGKKRFLLIRNSTW. The MHC is H-2-IAb with pseudo-sequence H-2-IAb. The binding affinity (normalized) is 0.0690. (6) The peptide sequence is DHMSIYKFMGRSHFL. The MHC is DRB1_1101 with pseudo-sequence DRB1_1101. The binding affinity (normalized) is 0.813.